This data is from Reaction yield outcomes from USPTO patents with 853,638 reactions. The task is: Predict the reaction yield, written as a fraction of the theoretical maximum amount of product (1.0 means a 100% yield; for example, 0.34 means a 34% yield). (1) The reactants are [CH3:1][C:2]1[O:6][C:5]([C:7]2[CH:12]=[CH:11][CH:10]=[CH:9][CH:8]=2)=[N:4][C:3]=1[CH2:13][O:14][C:15]1[CH:23]=[CH:22][C:18]([CH2:19][O:20][NH2:21])=[CH:17][CH:16]=1.[CH3:24][C:25]([CH3:39])([C:31](=O)[C:32]1[CH:37]=[CH:36][CH:35]=[CH:34][CH:33]=1)[C:26]([O:28][CH2:29][CH3:30])=[O:27].C(O)(=O)C.C([O-])(=O)C.[Na+]. The catalyst is C(OCC)(=O)C.CCCCCC.O.C(O)C. The product is [CH3:39][C:25]([CH3:24])(/[C:31](=[N:21]\[O:20][CH2:19][C:18]1[CH:17]=[CH:16][C:15]([O:14][CH2:13][C:3]2[N:4]=[C:5]([C:7]3[CH:8]=[CH:9][CH:10]=[CH:11][CH:12]=3)[O:6][C:2]=2[CH3:1])=[CH:23][CH:22]=1)/[C:32]1[CH:33]=[CH:34][CH:35]=[CH:36][CH:37]=1)[C:26]([O:28][CH2:29][CH3:30])=[O:27]. The yield is 0.280. (2) The reactants are [Cl:1][C:2]1[CH:7]=[CH:6][C:5]([NH:8][C:9]([CH:11]2[CH2:16][N:15]([C:17](=[O:29])[C:18]3[CH:23]=[CH:22][CH:21]=[C:20]([C:24]4[O:25][CH:26]=[CH:27][CH:28]=4)[CH:19]=3)[CH2:14][CH2:13][NH:12]2)=[O:10])=[CH:4][CH:3]=1.[C:30](O)(=[O:33])[CH2:31][CH3:32].Cl.CN(C)CCCN=C=NCC.C(N(CC)C(C)C)(C)C. The catalyst is C1COCC1.CN(C)C1C=CN=CC=1.ClCCl. The product is [Cl:1][C:2]1[CH:7]=[CH:6][C:5]([NH:8][C:9]([CH:11]2[CH2:16][N:15]([C:17](=[O:29])[C:18]3[CH:23]=[CH:22][CH:21]=[C:20]([C:24]4[O:25][CH:26]=[CH:27][CH:28]=4)[CH:19]=3)[CH2:14][CH2:13][N:12]2[C:30](=[O:33])[CH2:31][CH3:32])=[O:10])=[CH:4][CH:3]=1. The yield is 0.510.